This data is from Full USPTO retrosynthesis dataset with 1.9M reactions from patents (1976-2016). The task is: Predict the reactants needed to synthesize the given product. (1) Given the product [OH:13][OH:14].[O:1]=[C:2]([OH:13])[C@@H:3]([C@H:5]([C@@H:7]([C@@H:9]([CH2:11][OH:12])[OH:10])[OH:8])[OH:6])[OH:4], predict the reactants needed to synthesize it. The reactants are: [O:1]=[CH:2][C@@H:3]([C@H:5]([C@@H:7]([C@@H:9]([CH2:11][OH:12])[OH:10])[OH:8])[OH:6])[OH:4].[O:13]=[O:14]. (2) Given the product [Br:1][C:2]1[CH:3]=[C:4]([C:8]2[C:9]3[N:10]([C:24]([CH2:27][CH3:28])=[CH:25][CH:26]=3)[N:11]=[C:12]([CH2:22][N:44]3[CH2:45][CH2:46][O:42][C:43]3=[O:47])[C:13]=2[CH2:14][CH2:15][CH2:16][C:17]([O:19][CH2:20][CH3:21])=[O:18])[CH:5]=[N:6][CH:7]=1, predict the reactants needed to synthesize it. The reactants are: [Br:1][C:2]1[CH:3]=[C:4]([C:8]2[C:9]3[N:10]([C:24]([CH2:27][CH3:28])=[CH:25][CH:26]=3)[N:11]=[C:12]([CH2:22]O)[C:13]=2[CH2:14][CH2:15][CH2:16][C:17]([O:19][CH2:20][CH3:21])=[O:18])[CH:5]=[N:6][CH:7]=1.C(P(CCCC)CCCC)CCC.[O:42]1[CH2:46][CH2:45][NH:44][C:43]1=[O:47].N(C(N1CCCCC1)=O)=NC(N1CCCCC1)=O. (3) Given the product [CH2:22]([C:8]1([CH2:14][C:15]([O:17][CH2:18][CH3:19])=[O:16])[CH2:7][CH2:6][C:5]2[C:10](=[CH:11][CH:12]=[C:3]([O:2][CH3:1])[CH:4]=2)[C:9]1=[O:13])[CH3:23], predict the reactants needed to synthesize it. The reactants are: [CH3:1][O:2][C:3]1[CH:4]=[C:5]2[C:10](=[CH:11][CH:12]=1)[C:9](=[O:13])[CH:8]([CH2:14][C:15]([O:17][CH2:18][CH3:19])=[O:16])[CH2:7][CH2:6]2.[H-].[Na+].[CH2:22](I)[CH3:23]. (4) The reactants are: [CH3:1][C:2]1[CH:7]=[C:6]([CH3:8])[CH:5]=[CH:4][C:3]=1[CH:9]([C:11]1[CH:16]=[CH:15][CH:14]=[CH:13][CH:12]=1)O.S(Cl)([Cl:19])=O. Given the product [Cl:19][CH:9]([C:11]1[CH:16]=[CH:15][CH:14]=[CH:13][CH:12]=1)[C:3]1[CH:4]=[CH:5][C:6]([CH3:8])=[CH:7][C:2]=1[CH3:1], predict the reactants needed to synthesize it. (5) Given the product [F:27][CH:2]([F:1])[CH2:3][O:4][C:5]1[N:6]([C:15]2[CH:16]=[CH:17][C:18]([O:21][CH2:22][C:23]([F:26])([F:25])[F:24])=[CH:19][CH:20]=2)[C:7](=[O:14])[C:8]2[CH2:13][C:12](=[O:30])[NH:11][C:9]=2[N:10]=1, predict the reactants needed to synthesize it. The reactants are: [F:1][CH:2]([F:27])[CH2:3][O:4][C:5]1[N:6]([C:15]2[CH:20]=[CH:19][C:18]([O:21][CH2:22][C:23]([F:26])([F:25])[F:24])=[CH:17][CH:16]=2)[C:7](=[O:14])[C:8]2[CH:13]=[CH:12][NH:11][C:9]=2[N:10]=1.C(O)(=[O:30])C.C(O)(=O)C.I(C1C=CC=CC=1)=O.